Predict the product of the given reaction. From a dataset of Forward reaction prediction with 1.9M reactions from USPTO patents (1976-2016). (1) Given the reactants [F:1][C:2]1[CH:7]=[C:6]([S:8]([CH3:11])(=[O:10])=[O:9])[CH:5]=[CH:4][C:3]=1[C:12]1[CH:13]=[CH:14][C:15]2[O:19][C:18]([CH:20]3[CH2:25][CH2:24][N:23](C(OC(C)(C)C)=O)[CH2:22][CH2:21]3)=[N:17][C:16]=2[CH:33]=1.[F:34][C:35]([F:40])([F:39])[C:36]([OH:38])=[O:37], predict the reaction product. The product is: [F:34][C:35]([F:40])([F:39])[C:36]([OH:38])=[O:37].[F:1][C:2]1[CH:7]=[C:6]([S:8]([CH3:11])(=[O:9])=[O:10])[CH:5]=[CH:4][C:3]=1[C:12]1[CH:13]=[CH:14][C:15]2[O:19][C:18]([CH:20]3[CH2:25][CH2:24][NH:23][CH2:22][CH2:21]3)=[N:17][C:16]=2[CH:33]=1. (2) Given the reactants C[O:2][C:3](=[O:20])[CH2:4][CH2:5][N:6]1[C:11]2[CH:12]=[CH:13][CH:14]=[CH:15][C:10]=2[S:9][CH:8]([CH:16]([CH3:18])[CH3:17])[C:7]1=[O:19].[OH-].[Na+], predict the reaction product. The product is: [CH:16]([CH:8]1[C:7](=[O:19])[N:6]([CH2:5][CH2:4][C:3]([OH:20])=[O:2])[C:11]2[CH:12]=[CH:13][CH:14]=[CH:15][C:10]=2[S:9]1)([CH3:18])[CH3:17]. (3) The product is: [Cl:23][C:24]1[CH:25]=[C:26]([C@@H:27]([OH:29])[CH2:28][NH:2][C@H:3]([CH2:21][OH:22])[CH2:4][C:5]2[CH:6]=[CH:7][C:8]([NH:11][C:12]([NH:14][C:15]3[CH:16]=[CH:17][CH:18]=[CH:19][CH:20]=3)=[O:13])=[CH:9][CH:10]=2)[CH:30]=[CH:31][CH:32]=1. Given the reactants Cl.[NH2:2][C@H:3]([CH2:21][OH:22])[CH2:4][C:5]1[CH:10]=[CH:9][C:8]([NH:11][C:12]([NH:14][C:15]2[CH:20]=[CH:19][CH:18]=[CH:17][CH:16]=2)=[O:13])=[CH:7][CH:6]=1.[Cl:23][C:24]1[CH:25]=[C:26]([CH:30]=[CH:31][CH:32]=1)[C@H:27]1[O:29][CH2:28]1.C(N(CC)C(C)C)(C)C, predict the reaction product. (4) Given the reactants [N:1]1([CH2:8][CH2:9][CH2:10][NH2:11])[CH2:7][CH2:6][CH2:5][CH2:4][CH2:3][CH2:2]1.[CH:12](=O)[C:13]1[CH:18]=[CH:17][CH:16]=[CH:15][CH:14]=1.[BH-](OC(C)=O)(OC(C)=O)O[C:22](C)=O.[Na+].C=O.[OH-].[Na+], predict the reaction product. The product is: [N:1]1([CH2:8][CH2:9][CH2:10][N:11]([CH2:12][C:13]2[CH:18]=[CH:17][CH:16]=[CH:15][CH:14]=2)[CH3:22])[CH2:7][CH2:6][CH2:5][CH2:4][CH2:3][CH2:2]1.